Dataset: HIV replication inhibition screening data with 41,000+ compounds from the AIDS Antiviral Screen. Task: Binary Classification. Given a drug SMILES string, predict its activity (active/inactive) in a high-throughput screening assay against a specified biological target. The molecule is CC(C)(C)OC(=O)NC1CCCC1=O. The result is 0 (inactive).